Dataset: Reaction yield outcomes from USPTO patents with 853,638 reactions. Task: Predict the reaction yield, written as a fraction of the theoretical maximum amount of product (1.0 means a 100% yield; for example, 0.34 means a 34% yield). (1) The reactants are [F:1][C:2]([F:24])([F:23])[C:3]1[CH:4]=[C:5]([CH:16]=[C:17]([C:19]([F:22])([F:21])[F:20])[CH:18]=1)[CH2:6][N:7]1[C:11]([Cl:12])=[C:10]([C:13](O)=[O:14])[N:9]=[N:8]1.[Cl:25][C:26]1[CH:31]=[CH:30][CH:29]=[CH:28][C:27]=1[CH:32]1[CH2:36][CH2:35][CH2:34][NH:33]1.CCN=C=NCCCN(C)C. The catalyst is CN(C1C=CN=CC=1)C.C(Cl)Cl. The product is [F:22][C:19]([F:20])([F:21])[C:17]1[CH:16]=[C:5]([CH:4]=[C:3]([C:2]([F:24])([F:1])[F:23])[CH:18]=1)[CH2:6][N:7]1[C:11]([Cl:12])=[C:10]([C:13]([N:33]2[CH2:34][CH2:35][CH2:36][CH:32]2[C:27]2[CH:28]=[CH:29][CH:30]=[CH:31][C:26]=2[Cl:25])=[O:14])[N:9]=[N:8]1. The yield is 0.830. (2) The reactants are Br[C:2]1[CH:3]=[N:4][CH:5]=[C:6]([CH:9]=1)[C:7]#[N:8].[C:10]([C:12]1[CH:17]=[CH:16][CH:15]=[C:14]([N+:18]([O-:20])=[O:19])[CH:13]=1)#[CH:11]. No catalyst specified. The product is [N+:18]([C:14]1[CH:13]=[C:12]([C:10]#[C:11][C:2]2[CH:3]=[N:4][CH:5]=[C:6]([CH:9]=2)[C:7]#[N:8])[CH:17]=[CH:16][CH:15]=1)([O-:20])=[O:19]. The yield is 0.650. (3) The reactants are [O:1]=[C:2]1[CH2:10][C:9]2[C:4](=[CH:5][CH:6]=[C:7]([C:11](OC)=[O:12])[CH:8]=2)[NH:3]1.O1CCCC1.C(O)C.[BH4-].[Li+]. The catalyst is C(O)C. The product is [OH:12][CH2:11][C:7]1[CH:8]=[C:9]2[C:4](=[CH:5][CH:6]=1)[NH:3][C:2](=[O:1])[CH2:10]2. The yield is 0.330. (4) The catalyst is CO. The reactants are [CH2:1]([O:3][C:4]([C:6]1[NH:7][CH:8]=[CH:9][C:10]=1[NH2:11])=[O:5])[CH3:2].[NH:12]1[C:16]2[CH:17]=[CH:18][CH:19]=[CH:20][C:15]=2[N:14]=[C:13]1[CH:21]=O.[BH3-]C#N.[Na+].CC(O)=O. The yield is 0.810. The product is [NH:12]1[C:16]2[CH:17]=[CH:18][CH:19]=[CH:20][C:15]=2[N:14]=[C:13]1[CH2:21][NH:11][C:10]1[CH:9]=[CH:8][NH:7][C:6]=1[C:4]([O:3][CH2:1][CH3:2])=[O:5]. (5) The reactants are [CH:1]1([CH:7]([C:9]2[C:10]([CH3:22])=[N:11][N:12]([C:14]3[CH:19]=[CH:18][C:17]([F:20])=[CH:16][C:15]=3[CH3:21])[CH:13]=2)O)[CH2:6][CH2:5][CH2:4][CH2:3][CH2:2]1.[NH2:23][C:24]1[CH:29]=[CH:28][C:27]([C:30]([NH:32][CH2:33][CH2:34][C:35]([O:37]CC)=[O:36])=[O:31])=[CH:26][CH:25]=1. No catalyst specified. The product is [F:20][C:17]1[CH:18]=[CH:19][C:14]([N:12]2[CH:13]=[C:9]([CH:7]([NH:23][C:24]3[CH:25]=[CH:26][C:27]([C:30]([NH:32][CH2:33][CH2:34][C:35]([OH:37])=[O:36])=[O:31])=[CH:28][CH:29]=3)[CH:1]3[CH2:6][CH2:5][CH2:4][CH2:3][CH2:2]3)[C:10]([CH3:22])=[N:11]2)=[C:15]([CH3:21])[CH:16]=1. The yield is 0.700. (6) The yield is 0.410. The reactants are [C:1]([N:8]1[CH2:11][CH:10]([OH:12])[CH2:9]1)([O:3][C:4]([CH3:7])([CH3:6])[CH3:5])=[O:2].CC([O-])(C)C.[K+].Br.Br[CH2:21][C:22]1[CH:27]=[CH:26][N:25]=[CH:24][CH:23]=1.CCN(C(C)C)C(C)C. The catalyst is C1COCC1.ClCCl.O. The product is [N:25]1[CH:26]=[CH:27][C:22]([CH2:21][O:12][CH:10]2[CH2:11][N:8]([C:1]([O:3][C:4]([CH3:7])([CH3:6])[CH3:5])=[O:2])[CH2:9]2)=[CH:23][CH:24]=1. (7) The reactants are [Br:1][C:2]1[CH:3]=[C:4]([CH:7]=[CH:8][C:9]=1[F:10])[CH:5]=O.Cl.[O:12]([NH2:14])[CH3:13]. No catalyst specified. The product is [CH3:13][O:12][N:14]=[CH:5][C:4]1[CH:7]=[CH:8][C:9]([F:10])=[C:2]([Br:1])[CH:3]=1. The yield is 0.950. (8) The reactants are [C:1]([C:5]1[CH:10]=[C:9]([C:11]2[CH:16]=[CH:15][CH:14]=[CH:13][C:12]=2[O:17][CH2:18][CH3:19])[C:8]([N+:20]([O-])=O)=[CH:7][C:6]=1[OH:23])([CH3:4])([CH3:3])[CH3:2]. The catalyst is CO.[Ni]. The product is [C:1]([C:5]1[CH:10]=[C:9]([C:11]2[CH:16]=[CH:15][CH:14]=[CH:13][C:12]=2[O:17][CH2:18][CH3:19])[C:8]([NH2:20])=[CH:7][C:6]=1[OH:23])([CH3:3])([CH3:2])[CH3:4]. The yield is 0.920. (9) The reactants are [Br:1][C:2]1[CH:8]=[CH:7][CH:6]=[CH:5][C:3]=1[NH2:4].N1C=CC=CC=1.[F:15][C:16]([F:29])([F:28])[S:17](O[S:17]([C:16]([F:29])([F:28])[F:15])(=[O:19])=[O:18])(=[O:19])=[O:18]. The catalyst is C(Cl)Cl. The product is [Br:1][C:2]1[CH:8]=[CH:7][CH:6]=[CH:5][C:3]=1[NH:4][S:17]([C:16]([F:29])([F:28])[F:15])(=[O:19])=[O:18]. The yield is 0.360.